Dataset: Forward reaction prediction with 1.9M reactions from USPTO patents (1976-2016). Task: Predict the product of the given reaction. (1) Given the reactants [C:1](Cl)(=[O:8])[C:2]1[CH:7]=[CH:6][CH:5]=[CH:4][CH:3]=1.[NH2:10][C:11]1[CH:19]=[CH:18][CH:17]=[CH:16][C:12]=1[C:13](O)=[O:14].C(N(CC)CC)C.O, predict the reaction product. The product is: [C:2]1([C:1]2[O:8][C:13](=[O:14])[C:12]3[CH:16]=[CH:17][CH:18]=[CH:19][C:11]=3[N:10]=2)[CH:7]=[CH:6][CH:5]=[CH:4][CH:3]=1. (2) Given the reactants [NH:1]1[CH:5]=[N:4][C:3]([C:6]2[CH:11]=[CH:10][CH:9]=[CH:8][N:7]=2)=[N:2]1.C(=O)([O-])[O-].[K+].[K+].[Cl:18][C:19]1[CH:24]=[CH:23][CH:22]=[C:21](F)[CH:20]=1, predict the reaction product. The product is: [Cl:18][C:19]1[CH:20]=[C:21]([N:1]2[CH:5]=[N:4][C:3]([C:6]3[CH:11]=[CH:10][CH:9]=[CH:8][N:7]=3)=[N:2]2)[CH:22]=[CH:23][CH:24]=1. (3) The product is: [F:12][C:13]1[CH:21]=[CH:20][C:16]([C:17]([O:1][CH2:2][C:3]2[NH:8][C:7](=[O:9])[CH:6]=[CH:5][CH:4]=2)=[O:18])=[CH:15][CH:14]=1. Given the reactants [OH:1][CH2:2][C:3]1[NH:8][C:7](=[O:9])[CH:6]=[CH:5][CH:4]=1.[H-].[Na+].[F:12][C:13]1[CH:21]=[CH:20][C:16]([C:17](Cl)=[O:18])=[CH:15][CH:14]=1, predict the reaction product. (4) Given the reactants [Cl:1][C:2]1[CH:3]=[C:4]([CH2:9][C:10]([O:12][CH2:13][CH3:14])=[O:11])[CH:5]=[C:6]([CH3:8])[CH:7]=1.[CH:15](OCC)=[O:16], predict the reaction product. The product is: [O:16]=[CH:15][CH:9]([C:4]1[CH:5]=[C:6]([CH3:8])[CH:7]=[C:2]([Cl:1])[CH:3]=1)[C:10]([O:12][CH2:13][CH3:14])=[O:11]. (5) The product is: [CH3:15][C:16]1[CH:17]=[C:18]([NH:19][C:12]([C:7]2[CH:8]=[C:9]3[C:4](=[CH:5][CH:6]=2)[NH:3][C:2](=[O:1])[CH2:11][CH2:10]3)=[O:14])[CH:20]=[CH:21][C:22]=1[CH3:23]. Given the reactants [O:1]=[C:2]1[CH2:11][CH2:10][C:9]2[C:4](=[CH:5][CH:6]=[C:7]([C:12]([OH:14])=O)[CH:8]=2)[NH:3]1.[CH3:15][C:16]1[CH:17]=[C:18]([CH:20]=[CH:21][C:22]=1[CH3:23])[NH2:19].C(Cl)CCl, predict the reaction product. (6) Given the reactants [NH:1]1[CH2:6][CH2:5][CH:4]([CH2:7][C:8]2[CH:13]=[CH:12][C:11]([NH2:14])=[CH:10][CH:9]=2)[CH2:3][CH2:2]1.[CH:15]([N:18]=[C:19]=[O:20])([CH3:17])[CH3:16], predict the reaction product. The product is: [CH:15]([NH:18][C:19]([N:1]1[CH2:6][CH2:5][CH:4]([CH2:7][C:8]2[CH:9]=[CH:10][C:11]([NH2:14])=[CH:12][CH:13]=2)[CH2:3][CH2:2]1)=[O:20])([CH3:17])[CH3:16]. (7) Given the reactants C(OC([N:8]1[CH2:13][CH2:12][CH:11]([C:14](=[O:25])[NH:15][C:16]2[CH:21]=[CH:20][C:19]([CH:22]([CH3:24])[CH3:23])=[CH:18][CH:17]=2)[CH2:10][CH2:9]1)=O)(C)(C)C.FC(F)(F)C(O)=O, predict the reaction product. The product is: [CH:22]([C:19]1[CH:18]=[CH:17][C:16]([NH:15][C:14]([CH:11]2[CH2:12][CH2:13][NH:8][CH2:9][CH2:10]2)=[O:25])=[CH:21][CH:20]=1)([CH3:24])[CH3:23].